Dataset: Drug half-life prediction data from Obach et al.. Task: Regression/Classification. Given a drug SMILES string, predict its absorption, distribution, metabolism, or excretion properties. Task type varies by dataset: regression for continuous measurements (e.g., permeability, clearance, half-life) or binary classification for categorical outcomes (e.g., BBB penetration, CYP inhibition). For this dataset (half_life_obach), we predict log10(half-life) (log10 of half-life in hours). (1) The compound is CC(C)NCC(O)COc1cccc2ccccc12. The log10(half-life) is 0.530. (2) The molecule is NC(=O)OC[C@@H]1[C@H](NC(=O)/C(=N\OCC(=O)O)c2csc(N)n2)C(=O)N1S(=O)(=O)O. The log10(half-life) is 0.200.